Dataset: Reaction yield outcomes from USPTO patents with 853,638 reactions. Task: Predict the reaction yield, written as a fraction of the theoretical maximum amount of product (1.0 means a 100% yield; for example, 0.34 means a 34% yield). (1) The reactants are [OH:1][C:2]1[CH:10]=[CH:9][CH:8]=[C:7]2[C:3]=1[CH:4]=[CH:5][N:6]2[CH3:11].[Br:12][C:13]1[CH:14]=[C:15]([CH:23]=[CH:24][CH:25]=[O:26])[CH:16]=[C:17]([O:21][CH3:22])[C:18]=1[O:19][CH3:20].N1CCOCC1. The catalyst is CO. The product is [Br:12][C:13]1[CH:14]=[C:15]([CH:23]2[C:10]3[C:2](=[C:3]4[CH:4]=[CH:5][N:6]([CH3:11])[C:7]4=[CH:8][CH:9]=3)[O:1][CH:25]([OH:26])[CH2:24]2)[CH:16]=[C:17]([O:21][CH3:22])[C:18]=1[O:19][CH3:20]. The yield is 0.520. (2) The reactants are [F:1][C:2]1[CH:7]=[CH:6][C:5]([N:8]2[C:12]3=[C:13]4[C:18](=[C:19]([C:21]5[CH:30]=[CH:29][C:24]([C:25]([O:27]C)=[O:26])=[CH:23][CH:22]=5)[CH:20]=[C:11]3[CH:10]=[N:9]2)[CH:17]=[N:16][CH:15]=[CH:14]4)=[CH:4][CH:3]=1.[OH-].[K+]. The catalyst is CCO.O. The product is [F:1][C:2]1[CH:3]=[CH:4][C:5]([N:8]2[C:12]3=[C:13]4[C:18](=[C:19]([C:21]5[CH:30]=[CH:29][C:24]([C:25]([OH:27])=[O:26])=[CH:23][CH:22]=5)[CH:20]=[C:11]3[CH:10]=[N:9]2)[CH:17]=[N:16][CH:15]=[CH:14]4)=[CH:6][CH:7]=1. The yield is 0.770. (3) The reactants are [Br:1][C:2]1[N:7]=[C:6]([C:8](OC)=[O:9])[C:5]([NH:12][CH2:13][C:14]([F:17])([F:16])[F:15])=[CH:4][C:3]=1[F:18].[NH3:19]. No catalyst specified. The product is [Br:1][C:2]1[N:7]=[C:6]([C:8]([NH2:19])=[O:9])[C:5]([NH:12][CH2:13][C:14]([F:17])([F:16])[F:15])=[CH:4][C:3]=1[F:18]. The yield is 0.990.